Dataset: Reaction yield outcomes from USPTO patents with 853,638 reactions. Task: Predict the reaction yield, written as a fraction of the theoretical maximum amount of product (1.0 means a 100% yield; for example, 0.34 means a 34% yield). The reactants are [OH:1][C:2]1[CH:7]=[C:6]([CH3:8])[C:5]([NH:9][CH:10]=[O:11])=[C:4]([CH3:12])[C:3]=1[CH3:13].Br[CH2:15][C:16]([CH3:24])=[CH:17][C:18]1[CH:23]=[CH:22][CH:21]=[CH:20][CH:19]=1. The catalyst is C(OCC)(=O)C.CCCCCC. The product is [CH3:12][C:4]1[C:3]([CH3:13])=[C:2]([O:1][CH2:15][C:16]([CH3:24])=[CH:17][C:18]2[CH:23]=[CH:22][CH:21]=[CH:20][CH:19]=2)[CH:7]=[C:6]([CH3:8])[C:5]=1[NH:9][CH:10]=[O:11]. The yield is 0.410.